From a dataset of Forward reaction prediction with 1.9M reactions from USPTO patents (1976-2016). Predict the product of the given reaction. (1) Given the reactants [Cl:1][C:2]1[N:3]=[C:4]2[C:9](=[CH:10][CH:11]=1)[N:8]=[CH:7][C:6]([CH:12]=O)=[C:5]2[NH:14][C:15]1[CH:20]=[CH:19][C:18]([C:21]([CH3:25])([CH3:24])[C:22]#[N:23])=[CH:17][CH:16]=1.[CH3:26][NH2:27].[BH4-].[Na+], predict the reaction product. The product is: [Cl:1][C:2]1[N:3]=[C:4]2[C:9](=[CH:10][CH:11]=1)[N:8]=[CH:7][C:6]([CH2:12][NH:27][CH3:26])=[C:5]2[NH:14][C:15]1[CH:20]=[CH:19][C:18]([C:21]([CH3:25])([CH3:24])[C:22]#[N:23])=[CH:17][CH:16]=1. (2) Given the reactants Br[C:2]1[N:3]=[C:4]2[C:10]([C:11](=[O:16])[C:12]([CH3:15])([CH3:14])[CH3:13])=[CH:9][N:8](COCC[Si](C)(C)C)[C:5]2=[N:6][CH:7]=1.[CH3:25][NH:26][C:27](=[O:34])[C:28]1[CH:33]=[CH:32][CH:31]=[CH:30][CH:29]=1.C([O-])([O-])=O.[K+].[K+].CNCCNC, predict the reaction product. The product is: [CH3:15][C:12]([CH3:13])([CH3:14])[C:11]([C:10]1[C:4]2[C:5](=[N:6][CH:7]=[C:2]([N:26]([CH3:25])[C:27](=[O:34])[C:28]3[CH:33]=[CH:32][CH:31]=[CH:30][CH:29]=3)[N:3]=2)[NH:8][CH:9]=1)=[O:16]. (3) Given the reactants [Cl-].[CH3:2][C:3]1[C:4]([CH2:23][N+:24]2[CH:29]=[CH:28][CH:27]=[CH:26][C:25]=2[C:30]2[CH:35]=[CH:34][C:33]([CH2:36][OH:37])=[CH:32][CH:31]=2)=[C:5]2[C:9](=[C:10]([CH3:12])[CH:11]=1)[N:8]([S:13]([C:16]1[CH:22]=[CH:21][C:19]([CH3:20])=[CH:18][CH:17]=1)(=[O:15])=[O:14])[CH:7]=[CH:6]2.N#N, predict the reaction product. The product is: [CH3:2][C:3]1[C:4]([CH2:23][N:24]2[CH2:29][CH2:28][CH2:27][CH2:26][CH:25]2[C:30]2[CH:35]=[CH:34][C:33]([CH2:36][OH:37])=[CH:32][CH:31]=2)=[C:5]2[C:9](=[C:10]([CH3:12])[CH:11]=1)[N:8]([S:13]([C:16]1[CH:17]=[CH:18][C:19]([CH3:20])=[CH:21][CH:22]=1)(=[O:15])=[O:14])[CH:7]=[CH:6]2. (4) Given the reactants O=C[C@@H]([C@H]([C@@H]([C@@H](CO)O)O)O)O.C1C=[N+]([C@@H]2O[C@H](COP(OP(OC[C@H]3O[C@@H](N4C5N=CN=C(N)C=5N=C4)[C@H](OP(O)(O)=O)[C@@H]3O)(O)=O)(O)=O)[C@@H](O)[C@H]2O)C=C(C(N)=O)C=1.[Cl:61][CH2:62][C:63]([C:65]1[CH:70]=[CH:69][CH:68]=[C:67]([Cl:71])[CH:66]=1)=[O:64].[OH-].[Na+], predict the reaction product. The product is: [Cl:61][CH2:62][CH:63]([C:65]1[CH:70]=[CH:69][CH:68]=[C:67]([Cl:71])[CH:66]=1)[OH:64]. (5) Given the reactants [CH3:1][C:2]1[N:10]=[CH:9][CH:8]=[CH:7][C:3]=1[C:4](O)=[O:5].C[N:12](C(ON1N=NC2C=CC=NC1=2)=[N+](C)C)C.F[P-](F)(F)(F)(F)F.CCN(C(C)C)C(C)C, predict the reaction product. The product is: [CH3:1][C:2]1[N:10]=[CH:9][CH:8]=[CH:7][C:3]=1[C:4]([NH2:12])=[O:5]. (6) Given the reactants [CH:1]1[C:6]([C:7]2[CH:13]=[C:12]([NH2:14])[C:10](=[O:11])[NH:9][CH:8]=2)=[CH:5][CH:4]=[N:3][CH:2]=1.[C:15]([C:19]1[CH:27]=[CH:26][C:22]([C:23](Cl)=[O:24])=[CH:21][CH:20]=1)([CH3:18])([CH3:17])[CH3:16], predict the reaction product. The product is: [C:15]([C:19]1[CH:20]=[CH:21][C:22]([C:23]([NH:14][C:12]2[C:10](=[O:11])[NH:9][CH:8]=[C:7]([C:6]3[CH:1]=[CH:2][N:3]=[CH:4][CH:5]=3)[CH:13]=2)=[O:24])=[CH:26][CH:27]=1)([CH3:18])([CH3:16])[CH3:17]. (7) Given the reactants [CH3:1][C:2]1[CH:7]=[C:6]([C:8](=[O:11])[NH:9][CH3:10])[CH:5]=[C:4]([CH3:12])[C:3]=1[C:13]1[CH:21]=[CH:20][C:19]([F:22])=[C:18]2[C:14]=1[CH2:15][CH2:16][C@H:17]2[O:23][C:24]1[CH:37]=[CH:36][C:27]2[C@H:28]([CH2:31][C:32]([O:34]C)=[O:33])[CH2:29][O:30][C:26]=2[CH:25]=1, predict the reaction product. The product is: [CH3:1][C:2]1[CH:7]=[C:6]([C:8](=[O:11])[NH:9][CH3:10])[CH:5]=[C:4]([CH3:12])[C:3]=1[C:13]1[CH:21]=[CH:20][C:19]([F:22])=[C:18]2[C:14]=1[CH2:15][CH2:16][C@H:17]2[O:23][C:24]1[CH:37]=[CH:36][C:27]2[C@H:28]([CH2:31][C:32]([OH:34])=[O:33])[CH2:29][O:30][C:26]=2[CH:25]=1.